The task is: Predict which catalyst facilitates the given reaction.. This data is from Catalyst prediction with 721,799 reactions and 888 catalyst types from USPTO. (1) Reactant: [Br:1][C:2]1[CH:3]=[C:4]2[C:8](=[CH:9][CH:10]=1)[NH:7][CH:6]=[C:5]2[S:11][C:12]1[CH:17]=[CH:16][C:15]([F:18])=[CH:14][CH:13]=1.OO.C(=O)([O-])[O-:22].[Na+].[Na+].[OH2:27]. Product: [Br:1][C:2]1[CH:3]=[C:4]2[C:8](=[CH:9][CH:10]=1)[NH:7][CH:6]=[C:5]2[S:11]([C:12]1[CH:17]=[CH:16][C:15]([F:18])=[CH:14][CH:13]=1)(=[O:22])=[O:27]. The catalyst class is: 106. (2) Reactant: [CH3:1][CH:2]([CH2:8][C:9]1[CH:10]=[N:11][CH:12]=[CH:13][CH:14]=1)[C:3](OCC)=[O:4].[H-].[Al+3].[Li+].[H-].[H-].[H-]. Product: [CH3:1][CH:2]([CH2:8][C:9]1[CH:10]=[N:11][CH:12]=[CH:13][CH:14]=1)[CH2:3][OH:4]. The catalyst class is: 7. (3) Reactant: Cl.[CH3:2][NH:3][CH3:4].[Cl:5][C:6]1[CH:20]=[CH:19][C:9]([O:10][CH2:11][C:12]([O:14]C(C)(C)C)=[O:13])=[C:8]([C:21]2[CH:22]=[N:23][C:24](S(CCC)(=O)=O)=[N:25][CH:26]=2)[CH:7]=1.C(N(CC)C(C)C)(C)C. Product: [Cl:5][C:6]1[CH:20]=[CH:19][C:9]([O:10][CH2:11][C:12]([OH:14])=[O:13])=[C:8]([C:21]2[CH:26]=[N:25][C:24]([N:3]([CH3:4])[CH3:2])=[N:23][CH:22]=2)[CH:7]=1. The catalyst class is: 25. (4) Product: [Cl:12][C:5]1[CH:4]=[CH:3][C:2]([B:13]2[O:17][C:16]([CH3:19])([CH3:18])[C:15]([CH3:21])([CH3:20])[O:14]2)=[CH:11][C:6]=1[C:7]([O:9][CH3:10])=[O:8]. The catalyst class is: 148. Reactant: Br[C:2]1[CH:3]=[CH:4][C:5]([Cl:12])=[C:6]([CH:11]=1)[C:7]([O:9][CH3:10])=[O:8].[B:13]1([B:13]2[O:17][C:16]([CH3:19])([CH3:18])[C:15]([CH3:21])([CH3:20])[O:14]2)[O:17][C:16]([CH3:19])([CH3:18])[C:15]([CH3:21])([CH3:20])[O:14]1.C([O-])(=O)C.[K+].ClCCl. (5) Reactant: [OH:1][CH2:2][C:3]([O:5][C@:6]([C:35]1[CH:40]=[CH:39][C:38]([F:41])=[CH:37][C:36]=1[F:42])([CH2:29][N:30]1[CH:34]=[N:33][CH:32]=[N:31]1)[C@H:7]([S:9][C@@H:10]1[CH2:15][O:14][C@@H:13](/[CH:16]=[CH:17]/[CH:18]=[CH:19]/[C:20]2[CH:25]=[CH:24][C:23]([C:26]#[N:27])=[CH:22][C:21]=2[F:28])[O:12][CH2:11]1)[CH3:8])=[O:4].N1C=NN=N1.C([O:51][P:52]([O:60]CC=C)N(C(C)C)C(C)C)C=C.C([O:68]O)(C)(C)C.C(=O)([O-])O.[Na+:74].S([O-])([O-])(=O)=S.[Na+].[Na+]. Product: [P:52]([O-:60])([O:1][CH2:2][C:3]([O:5][C@:6]([C:35]1[CH:40]=[CH:39][C:38]([F:41])=[CH:37][C:36]=1[F:42])([CH2:29][N:30]1[CH:34]=[N:33][CH:32]=[N:31]1)[C@H:7]([S:9][C@@H:10]1[CH2:11][O:12][C@@H:13](/[CH:16]=[CH:17]/[CH:18]=[CH:19]/[C:20]2[CH:25]=[CH:24][C:23]([C:26]#[N:27])=[CH:22][C:21]=2[F:28])[O:14][CH2:15]1)[CH3:8])=[O:4])([OH:68])=[O:51].[Na+:74]. The catalyst class is: 98. (6) Product: [C:1]([O:5][C:6]([N:8]1[CH2:11][CH:10]([CH3:12])[C:9]1([CH2:20][CH2:21][NH:30][CH2:23][C:24]1[CH:29]=[CH:28][CH:27]=[CH:26][CH:25]=1)[C:13]([O:15][C:16]([CH3:17])([CH3:18])[CH3:19])=[O:14])=[O:7])([CH3:2])([CH3:3])[CH3:4]. The catalyst class is: 7. Reactant: [C:1]([O:5][C:6]([N:8]1[CH2:11][CH:10]([CH3:12])[C:9]1([CH2:20][CH:21]=O)[C:13]([O:15][C:16]([CH3:19])([CH3:18])[CH3:17])=[O:14])=[O:7])([CH3:4])([CH3:3])[CH3:2].[CH2:23]([NH2:30])[C:24]1[CH:29]=[CH:28][CH:27]=[CH:26][CH:25]=1.C(O[BH-](OC(=O)C)OC(=O)C)(=O)C.[Na+].O. (7) Reactant: [Br:1][C:2]1[CH:3]=[CH:4][C:5]2[O:9][C:8]([C:10](=[O:12])[NH2:11])=[C:7]([NH:13][C:14]([CH:16]3[CH2:20][CH2:19][CH2:18][N:17]3[C:21](OC(C)(C)C)=O)=O)[C:6]=2[CH:28]=1.N1C=CC=CC=1.F[C:36]([CH:38]1[CH2:42]CC[N:39]1[C:43]([O:45][C:46]([CH3:49])([CH3:48])[CH3:47])=[O:44])=O. Product: [Br:1][C:2]1[CH:3]=[CH:4][C:5]2[O:9][C:8]3[C:10](=[O:12])[NH:11][C:14]([CH2:16][N:17]4[CH:18]5[CH2:19][CH2:20][CH:21]4[CH2:42][CH:38]([NH:39][C:43](=[O:44])[O:45][C:46]([CH3:47])([CH3:49])[CH3:48])[CH2:36]5)=[N:13][C:7]=3[C:6]=2[CH:28]=1. The catalyst class is: 154.